Predict the reaction yield, written as a fraction of the theoretical maximum amount of product (1.0 means a 100% yield; for example, 0.34 means a 34% yield). From a dataset of Reaction yield outcomes from USPTO patents with 853,638 reactions. (1) The reactants are [Cl:1][S:2]([OH:5])(=O)=[O:3].[Cl:6][C:7]1[CH:12]=[CH:11][CH:10]=[CH:9][C:8]=1[O:13][CH3:14]. No catalyst specified. The product is [Cl:6][C:7]1[CH:12]=[C:11]([S:2]([Cl:1])(=[O:5])=[O:3])[CH:10]=[CH:9][C:8]=1[O:13][CH3:14]. The yield is 0.500. (2) The reactants are [CH2:1]([O:8][C:9]1[CH:14]=[CH:13][NH:12][C:11](=[O:15])[CH:10]=1)[C:2]1[CH:7]=[CH:6][CH:5]=[CH:4][CH:3]=1.[H-].[Na+].Br[CH2:19][CH:20]1[CH2:23][CH2:22][CH2:21]1. The catalyst is CN(C)C(=O)C. The product is [CH2:1]([O:8][C:9]1[CH:14]=[CH:13][N:12]([CH2:19][CH:20]2[CH2:23][CH2:22][CH2:21]2)[C:11](=[O:15])[CH:10]=1)[C:2]1[CH:3]=[CH:4][CH:5]=[CH:6][CH:7]=1. The yield is 0.530. (3) The reactants are [C:1]([C:5]1[CH:10]=[CH:9][C:8]([S:11]([NH:14][C:15]2[CH:16]=[C:17]3[C:21](=[CH:22][CH:23]=2)[NH:20][C:19]([C:24]([OH:26])=O)=[C:18]3[C:27]2[CH:32]=[CH:31][CH:30]=[CH:29][CH:28]=2)(=[O:13])=[O:12])=[CH:7][CH:6]=1)([CH3:4])([CH3:3])[CH3:2].[NH2:33][CH2:34][CH:35]([OH:37])[CH3:36]. The yield is 0.150. The product is [OH:37][CH:35]([CH3:36])[CH2:34][NH:33][C:24]([C:19]1[NH:20][C:21]2[C:17]([C:18]=1[C:27]1[CH:32]=[CH:31][CH:30]=[CH:29][CH:28]=1)=[CH:16][C:15]([NH:14][S:11]([C:8]1[CH:9]=[CH:10][C:5]([C:1]([CH3:3])([CH3:4])[CH3:2])=[CH:6][CH:7]=1)(=[O:12])=[O:13])=[CH:23][CH:22]=2)=[O:26]. The catalyst is ClCCl.CO. (4) The reactants are [CH3:1][O:2][C:3]1[C:4]([C:13]([O:15]C)=[O:14])=[CH:5][C:6]2[C:11]([CH:12]=1)=[CH:10][CH:9]=[CH:8][CH:7]=2.O.[OH-].[Na+].C(O)(=O)CC(CC(O)=O)(C(O)=O)O. The catalyst is CO. The product is [CH3:1][O:2][C:3]1[C:4]([C:13]([OH:15])=[O:14])=[CH:5][C:6]2[C:11]([CH:12]=1)=[CH:10][CH:9]=[CH:8][CH:7]=2. The yield is 0.920. (5) The reactants are [CH3:1][C:2]1[C:7]([CH:8]([CH2:13][CH2:14][CH3:15])[C:9]([O:11]C)=[O:10])=[C:6]([C:16]2[CH:21]=[CH:20][C:19]([CH3:22])=[CH:18][CH:17]=2)[N:5]2[N:23]=[C:24]([CH2:26][CH2:27][CH3:28])[CH:25]=[C:4]2[N:3]=1.[OH-].[Na+]. The catalyst is CO.C(O)C. The product is [CH3:1][C:2]1[C:7]([CH:8]([CH2:13][CH2:14][CH3:15])[C:9]([OH:11])=[O:10])=[C:6]([C:16]2[CH:17]=[CH:18][C:19]([CH3:22])=[CH:20][CH:21]=2)[N:5]2[N:23]=[C:24]([CH2:26][CH2:27][CH3:28])[CH:25]=[C:4]2[N:3]=1. The yield is 0.210.